From a dataset of Forward reaction prediction with 1.9M reactions from USPTO patents (1976-2016). Predict the product of the given reaction. Given the reactants [C:1]([O:5][C:6](=[O:12])[C@H:7]1[CH2:11][CH2:10][CH2:9][NH:8]1)([CH3:4])([CH3:3])[CH3:2].C(N(CC)CC)C.[C:20](Cl)(=[O:23])[CH:21]=[CH2:22], predict the reaction product. The product is: [C:1]([O:5][C:6]([C@H:7]1[CH2:11][CH2:10][CH2:9][N:8]1[C:20](=[O:23])[CH:21]=[CH2:22])=[O:12])([CH3:4])([CH3:2])[CH3:3].